Dataset: Reaction yield outcomes from USPTO patents with 853,638 reactions. Task: Predict the reaction yield, written as a fraction of the theoretical maximum amount of product (1.0 means a 100% yield; for example, 0.34 means a 34% yield). The reactants are C[O:2][C:3](=O)[CH2:4][C:5]([C:7]1[CH:12]=[C:11]([Br:13])[CH:10]=[CH:9][C:8]=1[O:14][CH3:15])=O.Cl.[NH2:18][C:19]([NH2:21])=[NH:20].[O-]CC.[Na+]. The catalyst is C(O)C.O. The product is [NH2:20][C:19]1[NH:21][C:3](=[O:2])[CH:4]=[C:5]([C:7]2[CH:12]=[C:11]([Br:13])[CH:10]=[CH:9][C:8]=2[O:14][CH3:15])[N:18]=1. The yield is 0.460.